Dataset: Catalyst prediction with 721,799 reactions and 888 catalyst types from USPTO. Task: Predict which catalyst facilitates the given reaction. (1) Reactant: [C:1]([C:3]1[CH:4]=[C:5]([C:13]([O:15][NH:16][C:17](=[NH:44])[C:18]2[N:19]=[CH:20][C:21]([CH2:37][CH2:38][C:39]([O:41][CH2:42][CH3:43])=[O:40])=[C:22]3[CH:26]=[CH:25][N:24](S(C4C=CC(C)=CC=4)(=O)=O)[C:23]=23)=O)[CH:6]=[CH:7][C:8]=1[O:9][CH:10]([CH3:12])[CH3:11])#[N:2].CCCC[N+](CCCC)(CCCC)CCCC.[F-]. Product: [C:1]([C:3]1[CH:4]=[C:5]([C:13]2[O:15][N:16]=[C:17]([C:18]3[N:19]=[CH:20][C:21]([CH2:37][CH2:38][C:39]([O:41][CH2:42][CH3:43])=[O:40])=[C:22]4[CH:26]=[CH:25][NH:24][C:23]=34)[N:44]=2)[CH:6]=[CH:7][C:8]=1[O:9][CH:10]([CH3:12])[CH3:11])#[N:2]. The catalyst class is: 1. (2) Product: [CH3:9][C:10]([CH2:25][CH2:26][CH2:27][CH:28]([CH3:40])[CH2:29][CH2:30][CH2:31][CH:32]([CH3:39])[CH2:33][CH2:34][CH2:35][CH:36]([CH3:38])[CH3:37])=[CH:11][CH2:12][CH2:13][O:3][CH2:4][CH:5]([CH2:7][OH:8])[OH:6]. The catalyst class is: 9. Reactant: [H-].[Na+].[OH:3][CH2:4][CH:5]([CH2:7][OH:8])[OH:6].[CH3:9][C:10]([CH2:25][CH2:26][CH2:27][CH:28]([CH3:40])[CH2:29][CH2:30][CH2:31][CH:32]([CH3:39])[CH2:33][CH2:34][CH2:35][CH:36]([CH3:38])[CH3:37])=[CH:11][CH2:12][CH2:13]OS(C1C=CC(C)=CC=1)(=O)=O.O. (3) Reactant: Cl.[C:2]1([C:8]2([C:26]3[CH:31]=[CH:30][CH:29]=[CH:28][CH:27]=3)[CH:12]3[CH2:13][N:14]([C:17]([CH:19]4[CH2:24][CH2:23][NH:22][CH2:21][CH2:20]4)=[O:18])[CH2:15][CH2:16][N:11]3[C:10](=[O:25])[O:9]2)[CH:7]=[CH:6][CH:5]=[CH:4][CH:3]=1.C(=O)([O-])[O-].[K+].[K+].[I-].[Na+].Cl[CH2:41][C:42]([NH2:44])=[O:43]. Product: [O:25]=[C:10]1[N:11]2[CH2:16][CH2:15][N:14]([C:17]([CH:19]3[CH2:24][CH2:23][N:22]([CH2:41][C:42]([NH2:44])=[O:43])[CH2:21][CH2:20]3)=[O:18])[CH2:13][CH:12]2[C:8]([C:2]2[CH:3]=[CH:4][CH:5]=[CH:6][CH:7]=2)([C:26]2[CH:27]=[CH:28][CH:29]=[CH:30][CH:31]=2)[O:9]1. The catalyst class is: 395. (4) Reactant: [Cl:1][C:2]1[N:7]=[C:6]([S:8][CH3:9])[N:5]=[C:4]([NH2:10])[CH:3]=1.[O:11](C(OC(C)(C)C)=O)[C:12]([O:14][C:15]([CH3:18])([CH3:17])[CH3:16])=O. The catalyst class is: 142. Product: [Cl:1][C:2]1[N:7]=[C:6]([S:8][CH3:9])[N:5]=[C:4]([N:10]([C:12]([O:14][C:15]([CH3:18])([CH3:17])[CH3:16])=[O:11])[C:12]([O:14][C:15]([CH3:18])([CH3:17])[CH3:16])=[O:11])[CH:3]=1. (5) Reactant: [CH3:1][N:2]1[C:6]([C:7]2[CH:8]=[C:9]([C:13]([OH:15])=O)[S:10][C:11]=2[CH3:12])=[C:5]([CH3:16])[CH:4]=[N:3]1.[NH2:17][C@@H:18]([CH2:31][C:32]1[CH:37]=[C:36]([F:38])[CH:35]=[CH:34][C:33]=1[F:39])[CH2:19][N:20]1[C:28](=[O:29])[C:27]2[C:22](=[CH:23][CH:24]=[CH:25][CH:26]=2)[C:21]1=[O:30].FC1C=CC=C(F)C=1C[C@@H](C(O)=O)N.C1CN([P+](Br)(N2CCCC2)N2CCCC2)CC1.F[P-](F)(F)(F)(F)F.CCN(C(C)C)C(C)C. Product: [F:39][C:33]1[CH:34]=[CH:35][C:36]([F:38])=[CH:37][C:32]=1[CH2:31][C@H:18]([NH:17][C:13]([C:9]1[S:10][C:11]([CH3:12])=[C:7]([C:6]2[N:2]([CH3:1])[N:3]=[CH:4][C:5]=2[CH3:16])[CH:8]=1)=[O:15])[CH2:19][N:20]1[C:28](=[O:29])[C:27]2[C:22](=[CH:23][CH:24]=[CH:25][CH:26]=2)[C:21]1=[O:30]. The catalyst class is: 22. (6) Reactant: [N:1]1[C:6]([C:7]([OH:9])=O)=[CH:5][CH:4]=[C:3]([C:10]2[CH:11]=[N:12][CH:13]=[CH:14][CH:15]=2)[CH:2]=1.[NH2:16][C@@H:17]([CH3:34])[CH2:18][N:19]1[CH:23]=[CH:22][C:21]([C:24]2[CH:31]=[C:30]([F:32])[C:27]([C:28]#[N:29])=[C:26]([Cl:33])[CH:25]=2)=[N:20]1.CN(C=O)C. Product: [Cl:33][C:26]1[CH:25]=[C:24]([C:21]2[CH:22]=[CH:23][N:19]([CH2:18][C@@H:17]([NH:16][C:7]([C:6]3[N:1]=[CH:2][C:3]([C:10]4[CH:11]=[N:12][CH:13]=[CH:14][CH:15]=4)=[CH:4][CH:5]=3)=[O:9])[CH3:34])[N:20]=2)[CH:31]=[C:30]([F:32])[C:27]=1[C:28]#[N:29]. The catalyst class is: 2. (7) Reactant: [Cl:1][C:2]1[CH:7]=[CH:6][C:5]([C:8]2[S:9][CH:10]=[CH:11][C:12]=2[CH2:13][C:14]([O:16][CH2:17][CH3:18])=[O:15])=[CH:4][CH:3]=1.C([N-]C(C)C)(C)C.[Li+].[CH2:27](Br)[C:28]1[CH:33]=[CH:32][CH:31]=[CH:30][CH:29]=1. Product: [Cl:1][C:2]1[CH:7]=[CH:6][C:5]([C:8]2[S:9][CH:10]=[CH:11][C:12]=2[CH:13]([CH2:27][C:28]2[CH:33]=[CH:32][CH:31]=[CH:30][CH:29]=2)[C:14]([O:16][CH2:17][CH3:18])=[O:15])=[CH:4][CH:3]=1. The catalyst class is: 7. (8) Reactant: O/[CH:2]=[C:3]1\[C:4](=O)[CH2:5][CH2:6][C:7]([CH3:10])([CH3:9])[CH2:8]\1.[NH2:12][NH2:13]. Product: [CH3:9][C:7]1([CH3:10])[CH2:6][CH2:5][C:4]2[NH:13][N:12]=[CH:2][C:3]=2[CH2:8]1. The catalyst class is: 5. (9) Reactant: [N+:1]([C:4]1[CH:8]=[CH:7][N:6]([CH:9]2[CH2:12][N:11]([C:13]([O:15][C:16]([CH3:19])([CH3:18])[CH3:17])=[O:14])[CH2:10]2)[N:5]=1)([O-])=O. Product: [NH2:1][C:4]1[CH:8]=[CH:7][N:6]([CH:9]2[CH2:10][N:11]([C:13]([O:15][C:16]([CH3:19])([CH3:18])[CH3:17])=[O:14])[CH2:12]2)[N:5]=1. The catalyst class is: 8.